Dataset: Forward reaction prediction with 1.9M reactions from USPTO patents (1976-2016). Task: Predict the product of the given reaction. (1) Given the reactants [Li+].C[Si]([N-][Si](C)(C)C)(C)C.[Br-].[CH:12]1([CH2:18][P+](C2C=CC=CC=2)(C2C=CC=CC=2)C2C=CC=CC=2)[CH2:17][CH2:16][CH2:15][CH2:14][CH2:13]1.[CH2:38]([O:40][C:41](=[O:51])[C:42]([C:44]1[CH:49]=[CH:48][C:47]([Br:50])=[CH:46][CH:45]=1)=O)[CH3:39].Cl, predict the reaction product. The product is: [CH2:38]([O:40][C:41](=[O:51])[C:42]([C:44]1[CH:49]=[CH:48][C:47]([Br:50])=[CH:46][CH:45]=1)=[CH:18][CH:12]1[CH2:17][CH2:16][CH2:15][CH2:14][CH2:13]1)[CH3:39]. (2) The product is: [OH:23][C@@H:21]([CH3:22])[CH2:20][O:1][N:2]1[C:3](=[O:12])[C:4]2[C:5](=[CH:8][CH:9]=[CH:10][CH:11]=2)[C:6]1=[O:7]. Given the reactants [OH:1][N:2]1[C:6](=[O:7])[C:5]2=[CH:8][CH:9]=[CH:10][CH:11]=[C:4]2[C:3]1=[O:12].C1(C)C=CC=CC=1.[CH2:20]1[O:23][C@H:21]1[CH3:22].C1CCCCC1, predict the reaction product. (3) Given the reactants Br[C:2]1[C:14]([Cl:15])=[CH:13][C:5]([C:6]([NH:8][S:9]([CH3:12])(=[O:11])=[O:10])=[O:7])=[C:4]([F:16])[CH:3]=1.[Cl:17][C:18]1[C:19]([F:33])=[N:20][CH:21]=[C:22](B2OC(C)(C)C(C)(C)O2)[CH:23]=1.C([O-])([O-])=O.[Na+].[Na+].Cl, predict the reaction product. The product is: [Cl:15][C:14]1[C:2]([C:22]2[CH:21]=[N:20][C:19]([F:33])=[C:18]([Cl:17])[CH:23]=2)=[CH:3][C:4]([F:16])=[C:5]([CH:13]=1)[C:6]([NH:8][S:9]([CH3:12])(=[O:11])=[O:10])=[O:7]. (4) Given the reactants C[O:2][C:3](=[O:39])[C:4]1[CH:9]=[CH:8][C:7]([N:10]([CH2:26][C:27]2[CH:32]=[CH:31][C:30]([C:33]3[CH2:38][CH2:37][CH2:36][CH2:35][CH:34]=3)=[CH:29][CH:28]=2)[C:11](=[O:25])[CH:12]=[CH:13][C:14]2[CH:19]=[CH:18][CH:17]=[C:16]([O:20][C:21]([F:24])([F:23])[F:22])[CH:15]=2)=[CH:6][CH:5]=1.[OH-].[Na+].Cl, predict the reaction product. The product is: [C:33]1([C:30]2[CH:31]=[CH:32][C:27]([CH2:26][N:10]([C:11](=[O:25])[CH:12]=[CH:13][C:14]3[CH:19]=[CH:18][CH:17]=[C:16]([O:20][C:21]([F:23])([F:22])[F:24])[CH:15]=3)[C:7]3[CH:8]=[CH:9][C:4]([C:3]([OH:39])=[O:2])=[CH:5][CH:6]=3)=[CH:28][CH:29]=2)[CH2:38][CH2:37][CH2:36][CH2:35][CH:34]=1.